From a dataset of Experimentally validated miRNA-target interactions with 360,000+ pairs, plus equal number of negative samples. Binary Classification. Given a miRNA mature sequence and a target amino acid sequence, predict their likelihood of interaction. (1) The miRNA is hsa-miR-3130-5p with sequence UACCCAGUCUCCGGUGCAGCC. The protein sequence of the target gene is MHWGVGFASSRPCVVDLSWNQSISFFGWWAGSEEPFSFYGDIIAFPLQDYGGIMAGLGSDPWWKKTLYLTGGALLAAAAYLLHELLVIRKQQELDSKDAIILHQFARPNNGVPSLSPFCLKMETYLRMADLPYQNYFGGKLSAQGKMPWIEYNNEKVSGTEFIIDFLEEKLGVNLNKSLGPHERAVSRAVTKMVEEHFYWTLAYCQWVDNLNETRKMLSLSGGGPFSNLLRWVVCHITKGIVKREMHGHGIGRFSEEEIYMLMEKDMRSLAGLLGDKKYIMGPKLSTLDATVFGHLAQAM.... Result: 0 (no interaction). (2) The miRNA is hsa-miR-4258 with sequence CCCCGCCACCGCCUUGG. The protein sequence of the target gene is MASLGLQLVGYILGLLGLLGTLVAMLLPSWKTSSYVGASIVTAVGFSKGLWMECATHSTGITQCDIYSTLLGLPADIQAAQAMMVTSSAISSLACIISVVGMRCTVFCQESRAKDRVAVAGGVFFILGGLLGFIPVAWNLHGILRDFYSPLVPDSMKFEIGEALYLGIISSLFSLIAGIILCFSCSSQRNRSNYYDAYQAQPLATRSSPRPGQPPKVKSEFNSYSLTGYV. Result: 0 (no interaction).